This data is from Catalyst prediction with 721,799 reactions and 888 catalyst types from USPTO. The task is: Predict which catalyst facilitates the given reaction. (1) Reactant: Cl[C:2]1[CH:7]=[C:6]([NH:8][C:9]2[CH:16]=[CH:15][CH:14]=[CH:13][C:10]=2[C:11]#[N:12])[C:5]([Cl:17])=[CH:4][N:3]=1.[CH2:18]([N:20]1[C:24]([NH2:25])=[CH:23][C:22]([CH3:26])=[N:21]1)[CH3:19].C1C=CC(P(C2C(C3C(P(C4C=CC=CC=4)C4C=CC=CC=4)=CC=C4C=3C=CC=C4)=C3C(C=CC=C3)=CC=2)C2C=CC=CC=2)=CC=1.C(=O)([O-])[O-].[Cs+].[Cs+]. Product: [Cl:17][C:5]1[C:6]([NH:8][C:9]2[CH:16]=[CH:15][CH:14]=[CH:13][C:10]=2[C:11]#[N:12])=[CH:7][C:2]([NH:25][C:24]2[N:20]([CH2:18][CH3:19])[N:21]=[C:22]([CH3:26])[CH:23]=2)=[N:3][CH:4]=1. The catalyst class is: 160. (2) Reactant: [CH3:1][C:2]1[CH:7]=[C:6]([CH2:8][O:9][C:10]([NH:12][C@:13]([CH3:38])([C:34]([O:36]C)=[O:35])[CH2:14][C:15]2[CH:20]=[CH:19][C:18]([O:21]C(OCC3C=C(C)N=C(C)C=3)=O)=[CH:17][CH:16]=2)=[O:11])[CH:5]=[C:4]([CH3:39])[N:3]=1.[Li+].[OH-].Cl. Product: [C:34]([C@:13]([NH:12][C:10](=[O:11])[O:9][CH2:8][C:6]1[CH:7]=[C:2]([CH3:1])[N:3]=[C:4]([CH3:39])[CH:5]=1)([CH3:38])[CH2:14][C:15]1[CH:20]=[CH:19][C:18]([OH:21])=[CH:17][CH:16]=1)([OH:36])=[O:35]. The catalyst class is: 1. (3) Reactant: [C:1]([O-:9])(=[O:8])[C:2]1[CH:7]=[CH:6][CH:5]=[CH:4][CH:3]=1.[OH-].[Na+].Cl. The catalyst class is: 8. Product: [C:1]([OH:9])(=[O:8])[C:2]1[CH:7]=[CH:6][CH:5]=[CH:4][CH:3]=1. (4) Reactant: [OH:1][CH:2]([C:11]1[CH:16]=[CH:15][C:14]([C:17]2[N:21]=[C:20]([C:22]3[O:26][N:25]=[C:24](C4C=CC=CC=4)[C:23]=3[C:33]([F:36])([F:35])[F:34])[O:19][N:18]=2)=[CH:13][CH:12]=1)[C:3]([NH:5][CH2:6][CH2:7][C:8](O)=[O:9])=[O:4].Cl.[CH3:38][NH:39][CH3:40].CN1CCOCC1.F[P-](F)(F)(F)(F)F.N1(O[P+](N(C)C)(N(C)C)N(C)C)[C:59]2[CH:60]=[CH:61][CH:62]=[CH:63][C:58]=2N=N1. Product: [OH:1][CH:2]([C:11]1[CH:12]=[CH:13][C:14]([C:17]2[N:21]=[C:20]([C:22]3[O:26][N:25]=[C:24]([C:58]4[CH:59]=[CH:60][CH:61]=[CH:62][CH:63]=4)[C:23]=3[C:33]([F:35])([F:36])[F:34])[O:19][N:18]=2)=[CH:15][CH:16]=1)[C:3]([NH:5][CH2:6][CH2:7][C:8]([N:39]([CH3:40])[CH3:38])=[O:9])=[O:4]. The catalyst class is: 3. (5) Reactant: [C:1]([NH:4][CH2:5][C@@H:6]([C@@H:8]1[CH2:16][C:15]2[C:10](=[CH:11][CH:12]=[CH:13][CH:14]=2)[N:9]1[C:17]([O:19]CC1C=CC=CC=1)=[O:18])O)(=[O:3])[CH3:2].C([O-])([O-])=O.[K+].[K+]. Product: [O:18]=[C:17]1[N:9]2[C:10]3[CH:11]=[CH:12][CH:13]=[CH:14][C:15]=3[CH2:16][C@H:8]2[C@H:6]([CH2:5][NH:4][C:1](=[O:3])[CH3:2])[O:19]1. The catalyst class is: 23. (6) Reactant: [Cl:1][C:2]1[CH:3]=[C:4]([C:12]2[O:16][N:15]=[C:14]([C:17]3[CH:26]=[CH:25][CH:24]=[C:23]4[C:18]=3[CH:19]=[CH:20][N:21]=[C:22]4[NH:27][CH2:28][CH2:29][C:30]([O:32]C(C)(C)C)=[O:31])[N:13]=2)[CH:5]=[CH:6][C:7]=1[O:8][CH:9]([CH3:11])[CH3:10].Cl. Product: [ClH:1].[Cl:1][C:2]1[CH:3]=[C:4]([C:12]2[O:16][N:15]=[C:14]([C:17]3[CH:26]=[CH:25][CH:24]=[C:23]4[C:18]=3[CH:19]=[CH:20][N:21]=[C:22]4[NH:27][CH2:28][CH2:29][C:30]([OH:32])=[O:31])[N:13]=2)[CH:5]=[CH:6][C:7]=1[O:8][CH:9]([CH3:11])[CH3:10]. The catalyst class is: 12. (7) Product: [Cl:12][C:6]1[C:7]([C:8]([O:10][CH3:11])=[O:9])=[C:2]([O:21][C:15]2[C:16]([F:20])=[CH:17][CH:18]=[CH:19][C:14]=2[Cl:13])[N:3]=[CH:4][N:5]=1. The catalyst class is: 384. Reactant: Cl[C:2]1[C:7]([C:8]([O:10][CH3:11])=[O:9])=[C:6]([Cl:12])[N:5]=[CH:4][N:3]=1.[Cl:13][C:14]1[CH:19]=[CH:18][CH:17]=[C:16]([F:20])[C:15]=1[OH:21].C(=O)([O-])[O-].[K+].[K+]. (8) Reactant: [CH3:1][O:2][C:3](=[O:28])[C@H:4]([CH2:26][OH:27])[NH:5][C:6](=O)[C:7]1[CH:12]=[CH:11][C:10]([NH:13][C:14]([O:16][CH2:17][C:18]2[CH:23]=[CH:22][CH:21]=[CH:20][CH:19]=2)=[O:15])=[C:9]([CH3:24])[CH:8]=1.CC[N+](S(N=C(OC)[O-])(=O)=O)(CC)CC. Product: [CH2:17]([O:16][C:14]([NH:13][C:10]1[CH:11]=[CH:12][C:7]([C:6]2[O:27][CH2:26][CH:4]([C:3]([O:2][CH3:1])=[O:28])[N:5]=2)=[CH:8][C:9]=1[CH3:24])=[O:15])[C:18]1[CH:19]=[CH:20][CH:21]=[CH:22][CH:23]=1. The catalyst class is: 1.